Dataset: Full USPTO retrosynthesis dataset with 1.9M reactions from patents (1976-2016). Task: Predict the reactants needed to synthesize the given product. (1) The reactants are: [C:1]1([N:7]2[C:12](=[O:13])[C:11]3[S:14][CH:15]=[C:16]([C:17]4[CH:22]=[CH:21][CH:20]=[CH:19][CH:18]=4)[C:10]=3[N:9]=[CH:8]2)[CH:6]=[CH:5][CH:4]=[CH:3][CH:2]=1.N[C:24]1C(C2C=CC=CC=2)=CSC=1C(OC)=O.C(OCC)(OCC)OCC.CC1CCCC(N)C1. Given the product [CH3:24][CH:3]1[CH2:4][CH2:5][CH2:6][CH:1]([N:7]2[C:12](=[O:13])[C:11]3[S:14][CH:15]=[C:16]([C:17]4[CH:18]=[CH:19][CH:20]=[CH:21][CH:22]=4)[C:10]=3[N:9]=[CH:8]2)[CH2:2]1, predict the reactants needed to synthesize it. (2) The reactants are: Cl[C:2]1[N:3]=[C:4]([NH:21][CH2:22][C:23]([F:26])([F:25])[F:24])[C:5]2[CH:10]=[CH:9][N:8](S(C3C=CC(C)=CC=3)(=O)=O)[C:6]=2[N:7]=1.[NH2:27][C:28]1[CH:42]=[CH:41][C:31]([C:32]([N:34]2[CH2:39][CH2:38][N:37]([CH3:40])[CH2:36][CH2:35]2)=[O:33])=[CH:30][CH:29]=1.C1(P(C2CCCCC2)C2C=CC=CC=2C2C(C(C)C)=CC(C(C)C)=CC=2C(C)C)CCCCC1.C(=O)([O-])[O-].[K+].[K+]. Given the product [CH3:40][N:37]1[CH2:36][CH2:35][N:34]([C:32]([C:31]2[CH:41]=[CH:42][C:28]([NH:27][C:2]3[NH:7][C:6]4=[N:8][CH:9]=[CH:10][C:5]4=[C:4]([NH:21][CH2:22][C:23]([F:24])([F:25])[F:26])[N:3]=3)=[CH:29][CH:30]=2)=[O:33])[CH2:39][CH2:38]1, predict the reactants needed to synthesize it.